Dataset: Reaction yield outcomes from USPTO patents with 853,638 reactions. Task: Predict the reaction yield, written as a fraction of the theoretical maximum amount of product (1.0 means a 100% yield; for example, 0.34 means a 34% yield). (1) The reactants are Cl.[Cl:2][C:3]1[CH:4]=[C:5]([C:9]2([F:18])[CH2:12][C:11]3([CH2:17][CH2:16][NH:15][CH2:14][CH2:13]3)[CH2:10]2)[CH:6]=[CH:7][CH:8]=1.C1([O:25][C:26](=O)[NH:27][C:28]2[O:32][N:31]=[C:30]([CH3:33])[C:29]=2[CH3:34])C=CC=CC=1. No catalyst specified. The product is [Cl:2][C:3]1[CH:4]=[C:5]([C:9]2([F:18])[CH2:12][C:11]3([CH2:17][CH2:16][N:15]([C:26]([NH:27][C:28]4[O:32][N:31]=[C:30]([CH3:33])[C:29]=4[CH3:34])=[O:25])[CH2:14][CH2:13]3)[CH2:10]2)[CH:6]=[CH:7][CH:8]=1. The yield is 0.640. (2) The reactants are [Li+].CC([N-]C(C)C)C.[Br:9][C:10]1[CH:15]=[CH:14][C:13]([O:16][C:17]([F:20])([F:19])[F:18])=[CH:12][CH:11]=1.[C:21](=[O:23])=[O:22]. The catalyst is C1COCC1. The product is [Br:9][C:10]1[CH:11]=[CH:12][C:13]([O:16][C:17]([F:18])([F:19])[F:20])=[C:14]([CH:15]=1)[C:21]([OH:23])=[O:22]. The yield is 0.490. (3) The product is [Cl:65][CH2:66][CH2:67][O:44][C:41]1[CH:40]=[CH:39][C:38]([C:34]2[CH:35]=[CH:36][CH:37]=[C:32]([N:22]3[C:23]4[N:30]=[CH:29][C:28]([F:31])=[CH:27][C:24]=4[C:25](=[O:26])[N:20]([C@@H:17]4[CH2:18][CH2:19][C@H:14]([NH:13][C:11]([C:9]5[N:10]=[C:5]6[CH:4]=[CH:3][C:2]([F:1])=[CH:7][N:6]6[CH:8]=5)=[O:12])[CH2:15][CH2:16]4)[C:21]3=[O:45])[CH:33]=2)=[CH:43][CH:42]=1. The yield is 0.740. The catalyst is C1COCC1. The reactants are [F:1][C:2]1[CH:3]=[CH:4][C:5]2[N:6]([CH:8]=[C:9]([C:11]([NH:13][C@H:14]3[CH2:19][CH2:18][C@@H:17]([N:20]4[C:25](=[O:26])[C:24]5[CH:27]=[C:28]([F:31])[CH:29]=[N:30][C:23]=5[N:22]([C:32]5[CH:33]=[C:34]([C:38]6[CH:43]=[CH:42][C:41]([OH:44])=[CH:40][CH:39]=6)[CH:35]=[CH:36][CH:37]=5)[C:21]4=[O:45])[CH2:16][CH2:15]3)=[O:12])[N:10]=2)[CH:7]=1.C1(P(C2C=CC=CC=2)C2C=CC=CC=2)C=CC=CC=1.[Cl:65][CH2:66][CH2:67]O.N(C(OC(C)C)=O)=NC(OC(C)C)=O. (4) The reactants are [I:1]I.[CH2:3]([N:5]([CH2:38][CH3:39])[CH2:6][CH2:7][NH:8][C:9]([C:11]1[C:24]2[C:15](=[N:16][C:17]3[C:22]([N:23]=2)=[CH:21][CH:20]=[C:19]([Sn](CCCC)(CCCC)CCCC)[CH:18]=3)[CH:14]=[CH:13][CH:12]=1)=[O:10])[CH3:4].C(=O)([O-])[O-].[Na+].[Na+]. The catalyst is C(Cl)(Cl)Cl. The product is [CH2:3]([N:5]([CH2:38][CH3:39])[CH2:6][CH2:7][NH:8][C:9]([C:11]1[C:24]2[C:15](=[N:16][C:17]3[C:22]([N:23]=2)=[CH:21][CH:20]=[C:19]([I:1])[CH:18]=3)[CH:14]=[CH:13][CH:12]=1)=[O:10])[CH3:4]. The yield is 0.470. (5) The reactants are F[C:2]1[CH:9]=[CH:8][C:7]([F:10])=[CH:6][C:3]=1[C:4]#[N:5].[CH3:11][C:12]1[N:13]=[CH:14][NH:15][CH:16]=1.C(=O)([O-])[O-].[K+].[K+]. No catalyst specified. The product is [F:10][C:7]1[CH:8]=[CH:9][C:2]([N:15]2[CH:16]=[C:12]([CH3:11])[N:13]=[CH:14]2)=[C:3]([CH:6]=1)[C:4]#[N:5]. The yield is 0.410. (6) The catalyst is O=S(Cl)Cl.C(Cl)Cl. The reactants are [Br:1][C:2]1[CH:7]=[CH:6][C:5]([CH2:8][CH2:9][C:10]([OH:12])=O)=[CH:4][CH:3]=1.[Al+3].[Cl-].[Cl-].[Cl-]. The product is [Br:1][C:2]1[CH:3]=[C:4]2[C:5]([CH2:8][CH2:9][C:10]2=[O:12])=[CH:6][CH:7]=1. The yield is 0.480.